The task is: Predict the reactants needed to synthesize the given product.. This data is from Full USPTO retrosynthesis dataset with 1.9M reactions from patents (1976-2016). (1) Given the product [OH:1][C:2]1[CH:3]=[C:4]2[C:9](=[CH:10][CH:11]=1)[C:8]([C:12]([O:14][CH3:19])=[O:13])=[CH:7][CH:6]=[CH:5]2, predict the reactants needed to synthesize it. The reactants are: [OH:1][C:2]1[CH:3]=[C:4]2[C:9](=[CH:10][CH:11]=1)[C:8]([C:12]([OH:14])=[O:13])=[CH:7][CH:6]=[CH:5]2.S(Cl)(Cl)=O.[CH3:19]O. (2) Given the product [C:26](=[O:37])([O-:21])[O-:38].[Na+:11].[Na+:11].[OH:39][CH2:40][CH2:41][N:42]1[CH2:43][CH2:44][N:45]([CH2:48][CH2:49][S:50]([OH:53])(=[O:52])=[O:51])[CH2:46][CH2:47]1.[OH:25][CH2:18][C:19]([CH2:22][OH:23])([CH2:20][OH:21])[NH2:24], predict the reactants needed to synthesize it. The reactants are: OP([O-])(O)=O.OP([O-])([O-])=O.[Na+:11].[Na+].[Na+].[Cl-].[Cl-].[K+].[K+].[CH2:18]([OH:25])[C:19]([NH2:24])([CH2:22][OH:23])[CH2:20][OH:21].[C:26]([O-:38])(=[O:37])CC(CC([O-])=O)(C([O-])=O)O.[OH:39][CH2:40][CH2:41][N:42]1[CH2:47][CH2:46][N:45]([CH2:48][CH2:49][S:50]([OH:53])(=[O:52])=[O:51])[CH2:44][CH2:43]1.